From a dataset of Full USPTO retrosynthesis dataset with 1.9M reactions from patents (1976-2016). Predict the reactants needed to synthesize the given product. (1) Given the product [F:18][C:19]1[CH:28]=[CH:27][C:22]([C:23]2[N:1]=[C:2]([C@@H:4]3[CH2:9][N:8]([C:10]([O:12][CH3:13])=[O:11])[C@H:7]([CH3:17])[CH2:6][CH2:5]3)[O:3][CH:24]=2)=[CH:21][CH:20]=1, predict the reactants needed to synthesize it. The reactants are: [NH2:1][C:2]([CH:4]1[CH2:9][N:8]([C:10]([O:12][C:13](C)(C)C)=[O:11])[CH:7]([CH3:17])[CH2:6][CH2:5]1)=[O:3].[F:18][C:19]1[CH:28]=[CH:27][C:22]([C:23](=O)[CH2:24]Br)=[CH:21][CH:20]=1. (2) The reactants are: Cl.[F:2][C:3]1[CH:4]=[CH:5][C:6]2[N:10]=[C:9]([CH2:11][NH2:12])[N:8]([C:13]3[CH:18]=[CH:17][CH:16]=[CH:15][CH:14]=3)[C:7]=2[CH:19]=1.[NH2:20][C:21]1[C:26]([C:27]#[N:28])=[C:25](Cl)[N:24]=[CH:23][N:22]=1.C(N(CC)CC)C. Given the product [NH2:20][C:21]1[C:26]([C:27]#[N:28])=[C:25]([NH:12][CH2:11][C:9]2[N:8]([C:13]3[CH:18]=[CH:17][CH:16]=[CH:15][CH:14]=3)[C:7]3[CH:19]=[C:3]([F:2])[CH:4]=[CH:5][C:6]=3[N:10]=2)[N:24]=[CH:23][N:22]=1, predict the reactants needed to synthesize it. (3) Given the product [C:26]([O:29][C:30]([C:2]1[CH2:3][C:4]([C:20]([O:22][CH2:23][CH3:24])=[O:21])=[CH:5][C:6]2[CH:12]=[CH:11][C:10]([C:13]([F:18])([F:19])[C:14]([F:16])([F:17])[F:15])=[CH:9][C:7]=2[N:8]=1)=[O:31])([CH3:28])([CH3:27])[CH3:25], predict the reactants needed to synthesize it. The reactants are: N[C:2]1[CH2:3][C:4]([C:20]([O:22][CH2:23][CH3:24])=[O:21])=[CH:5][C:6]2[CH:12]=[CH:11][C:10]([C:13]([F:19])([F:18])[C:14]([F:17])([F:16])[F:15])=[CH:9][C:7]=2[N:8]=1.[CH3:25][C:26]([O:29][C:30](O[C:30]([O:29][C:26]([CH3:28])([CH3:27])[CH3:25])=[O:31])=[O:31])([CH3:28])[CH3:27].